Dataset: Full USPTO retrosynthesis dataset with 1.9M reactions from patents (1976-2016). Task: Predict the reactants needed to synthesize the given product. (1) Given the product [Br:27][C:2]1[N:3]=[C:4]([C:16]2[S:17][C:18]3[CH:24]=[C:23]([OH:25])[CH:22]=[CH:21][C:19]=3[N:20]=2)[CH:5]=[CH:6][C:7]=1[NH:8][CH3:9], predict the reactants needed to synthesize it. The reactants are: Cl[C:2]1[C:7]([N:8](C)[C:9](=O)C(C)(C)C)=[CH:6][CH:5]=[C:4]([C:16]2[S:17][C:18]3[CH:24]=[C:23]([O:25]C)[CH:22]=[CH:21][C:19]=3[N:20]=2)[N:3]=1.[BrH:27]. (2) The reactants are: [C:1]([NH:6][C:7]1[CH:12]=[CH:11][C:10]([C:13]2[C:17]([CH2:18][N:19]([CH3:31])[CH2:20][CH2:21][N:22](C)[C:23](=O)OC(C)(C)C)=[CH:16][N:15](C3CCCCO3)[N:14]=2)=[CH:9][CH:8]=1)(=[O:5])[C:2]([CH3:4])=[CH2:3]. Given the product [CH3:31][N:19]([CH2:18][C:17]1[C:13]([C:10]2[CH:9]=[CH:8][C:7]([NH:6][C:1](=[O:5])[C:2]([CH3:4])=[CH2:3])=[CH:12][CH:11]=2)=[N:14][NH:15][CH:16]=1)[CH2:20][CH2:21][NH:22][CH3:23], predict the reactants needed to synthesize it. (3) Given the product [CH3:21][O:20][C:16]1[CH:15]=[C:14]2[C:19](=[CH:18][CH:17]=1)[C:10]1[S:2][C:3]([C:4]([O:6][CH2:7][CH3:8])=[O:5])=[CH:22][C:11]=1[CH2:12][CH2:13]2, predict the reactants needed to synthesize it. The reactants are: [Na].[SH:2][CH2:3][C:4]([O:6][CH2:7][CH3:8])=[O:5].Cl[C:10]1[C:19]2[C:14](=[CH:15][C:16]([O:20][CH3:21])=[CH:17][CH:18]=2)[CH2:13][CH2:12][C:11]=1[CH:22]=O.O. (4) Given the product [N:16]1[CH:15]=[CH:14][N:13]2[C:12]=1[C:3]1[CH:4]=[C:5]([C:6]([O:8][CH3:9])=[O:7])[CH:10]=[CH:11][C:2]=1[O:1][CH2:19][CH2:18]2, predict the reactants needed to synthesize it. The reactants are: [OH:1][C:2]1[CH:11]=[CH:10][C:5]([C:6]([O:8][CH3:9])=[O:7])=[CH:4][C:3]=1[C:12]1[NH:13][CH:14]=[CH:15][N:16]=1.Br[CH2:18][CH2:19]Br. (5) Given the product [CH3:1][O:2][C:3](=[O:20])[CH2:4][CH2:5][C:6]1[CH:11]=[CH:10][C:9]([O:12][CH2:13][CH2:14][C@@H:15]([O:18][S:22]([CH3:21])(=[O:24])=[O:23])[CH2:16][CH3:17])=[CH:8][C:7]=1[CH3:19], predict the reactants needed to synthesize it. The reactants are: [CH3:1][O:2][C:3](=[O:20])[CH2:4][CH2:5][C:6]1[CH:11]=[CH:10][C:9]([O:12][CH2:13][CH2:14][C@@H:15]([OH:18])[CH2:16][CH3:17])=[CH:8][C:7]=1[CH3:19].[CH3:21][S:22](Cl)(=[O:24])=[O:23]. (6) Given the product [CH2:1]([C:8]1[S:12][C:11]([NH:13][C:33](=[O:34])[CH2:32][CH2:31][C:30]([C:24]2[CH:25]=[CH:26][C:27]([O:28][CH3:29])=[C:22]([CH2:20][CH3:21])[CH:23]=2)=[O:36])=[CH:10][C:9]=1[C:14]1[CH:19]=[CH:18][CH:17]=[CH:16][CH:15]=1)[C:2]1[CH:3]=[CH:4][CH:5]=[CH:6][CH:7]=1, predict the reactants needed to synthesize it. The reactants are: [CH2:1]([C:8]1[S:12][C:11]([NH2:13])=[CH:10][C:9]=1[C:14]1[CH:19]=[CH:18][CH:17]=[CH:16][CH:15]=1)[C:2]1[CH:7]=[CH:6][CH:5]=[CH:4][CH:3]=1.[CH2:20]([C:22]1[CH:23]=[C:24]([C:30](=[O:36])[CH2:31][CH2:32][C:33](O)=[O:34])[CH:25]=[CH:26][C:27]=1[O:28][CH3:29])[CH3:21].C1C=CC2N(O)N=NC=2C=1.CCN=C=NCCCN(C)C. (7) Given the product [S:24]1[CH:4]=[CH:3][CH:2]=[C:1]1[S:7]([CH2:10][C:11]1[CH:12]=[C:13]2[C:17](=[CH:18][CH:19]=1)[NH:16][C:15]1[N:20]=[CH:21][CH:22]=[CH:23][C:14]2=1)(=[O:9])=[O:8], predict the reactants needed to synthesize it. The reactants are: [C:1]1([S:7]([CH2:10][C:11]2[CH:12]=[C:13]3[C:17](=[CH:18][CH:19]=2)[NH:16][C:15]2[N:20]=[CH:21][CH:22]=[CH:23][C:14]3=2)(=[O:9])=[O:8])C=C[CH:4]=[CH:3][CH:2]=1.[S:24]1C=CC=C1S(O)=O. (8) Given the product [CH3:1][C:2]1[S:3][CH:4]=[C:5]([C:7]([NH:9][C:10]2[CH:18]=[C:17]([C:36]3[CH:44]=[CH:43][CH:42]=[C:41]4[C:37]=3[CH:38]=[C:39]([CH3:45])[NH:40]4)[CH:16]=[C:15]3[C:11]=2[CH:12]=[N:13][NH:14]3)=[O:8])[N:6]=1, predict the reactants needed to synthesize it. The reactants are: [CH3:1][C:2]1[S:3][CH:4]=[C:5]([C:7]([NH:9][C:10]2[C:11]3[C:15]([CH:16]=[C:17](B4OC(C)(C)CC(C)(C)O4)[CH:18]=2)=[N:14][N:13](C2CCCCO2)[CH:12]=3)=[O:8])[N:6]=1.Br[C:36]1[CH:44]=[CH:43][CH:42]=[C:41]2[C:37]=1[CH:38]=[C:39]([CH3:45])[NH:40]2.C(=O)([O-])[O-].[Na+].[Na+]. (9) Given the product [Cl:39][C:24]1[CH:23]=[C:22]([CH:20]=[O:21])[C:31]([O:32][CH2:33][O:34][CH2:35][CH2:36][O:37][CH3:38])=[C:30]2[C:25]=1[CH:26]=[CH:27][CH:28]=[N:29]2, predict the reactants needed to synthesize it. The reactants are: C(C1C=C([CH:20]([C:22]2[C:31]([O:32][CH2:33][O:34][CH2:35][CH2:36][O:37][CH3:38])=[C:30]3[C:25]([CH:26]=[CH:27][CH:28]=[N:29]3)=[C:24]([Cl:39])[CH:23]=2)[OH:21])C=C(CN2C=NC=N2)C=1)C1C=CC=CC=1.